This data is from Peptide-MHC class II binding affinity with 134,281 pairs from IEDB. The task is: Regression. Given a peptide amino acid sequence and an MHC pseudo amino acid sequence, predict their binding affinity value. This is MHC class II binding data. (1) The peptide sequence is MLSPMLHHWIKVEYG. The MHC is DRB1_0901 with pseudo-sequence DRB1_0901. The binding affinity (normalized) is 0.571. (2) The peptide sequence is NSCAKNYNCKILPNT. The MHC is HLA-DQA10102-DQB10602 with pseudo-sequence HLA-DQA10102-DQB10602. The binding affinity (normalized) is 0.402. (3) The peptide sequence is EKKYFAATQMEPLAA. The binding affinity (normalized) is 0.887. The MHC is HLA-DPA10301-DPB10402 with pseudo-sequence HLA-DPA10301-DPB10402. (4) The peptide sequence is GECQIVDKIDAAFKI. The MHC is DRB1_1501 with pseudo-sequence DRB1_1501. The binding affinity (normalized) is 0.508. (5) The peptide sequence is EVIPTAFKIGKTYTP. The MHC is DRB5_0101 with pseudo-sequence DRB5_0101. The binding affinity (normalized) is 0.359. (6) The peptide sequence is KNLYDHALMSIISTF. The MHC is H-2-IAb with pseudo-sequence H-2-IAb. The binding affinity (normalized) is 0.550. (7) The peptide sequence is GWYRPPFSRVVHLYR. The MHC is DRB1_1201 with pseudo-sequence DRB1_1201. The binding affinity (normalized) is 0.409. (8) The peptide sequence is EKKYFASTQFEPLAA. The MHC is HLA-DQA10401-DQB10402 with pseudo-sequence HLA-DQA10401-DQB10402. The binding affinity (normalized) is 0.533. (9) The peptide sequence is EKKYFAATQFEPNAA. The MHC is HLA-DQA10401-DQB10402 with pseudo-sequence HLA-DQA10401-DQB10402. The binding affinity (normalized) is 0.466. (10) The peptide sequence is PRFLEQVKHECHF. The MHC is DRB1_0404 with pseudo-sequence DRB1_0404. The binding affinity (normalized) is 0.277.